This data is from Forward reaction prediction with 1.9M reactions from USPTO patents (1976-2016). The task is: Predict the product of the given reaction. (1) Given the reactants [CH:1]12[O:6][CH:5]1[CH2:4][O:3][CH2:2]2.C(O)C.[N-:10]=[N+:11]=[N-:12].[Na+].[Cl-].[NH4+], predict the reaction product. The product is: [N:10]([C@@H:5]1[CH2:4][O:3][CH2:2][C@H:1]1[OH:6])=[N+:11]=[N-:12]. (2) The product is: [CH:14]1([CH2:13][O:12][C:7]2[C:2]([C:22]3[CH:23]=[CH:24][C:19]([F:18])=[CH:20][CH:21]=3)=[CH:3][C:4]([C:9]([NH:28][C:29]3([CH2:34][OH:35])[CH2:33][CH2:32][CH2:31][CH2:30]3)=[O:11])=[CH:5][N:6]=2)[CH2:16][CH2:15]1. Given the reactants Br[C:2]1[CH:3]=[C:4]([C:9]([OH:11])=O)[CH:5]=[N:6][C:7]=1Cl.[OH:12][CH2:13][C:14]1(O)[CH2:16][CH2:15]1.[F:18][C:19]1[CH:24]=[CH:23][C:22](B(O)O)=[CH:21][CH:20]=1.[NH2:28][C:29]1([CH2:34][OH:35])[CH2:33][CH2:32][CH2:31][CH2:30]1, predict the reaction product. (3) Given the reactants [CH3:1][N:2]1[CH2:7][CH2:6][N:5]([C:8](=[O:13])[CH2:9][C:10]([O-:12])=O)[CH2:4][CH2:3]1.[Li+].[F:15][C:16]([F:25])([F:24])[C:17]1[CH:18]=[C:19]([CH:21]=[CH:22][CH:23]=1)[NH2:20].C(N(C(C)C)C(C)C)C.O.ON1C2C=CC=CC=2N=N1.Cl.C(N=C=NCCCN(C)C)C, predict the reaction product. The product is: [CH3:1][N:2]1[CH2:3][CH2:4][N:5]([C:8](=[O:13])[CH2:9][C:10]([NH:20][C:19]2[CH:21]=[CH:22][CH:23]=[C:17]([C:16]([F:15])([F:24])[F:25])[CH:18]=2)=[O:12])[CH2:6][CH2:7]1. (4) Given the reactants [CH:1]1([CH:4]=O)[CH2:3][CH2:2]1.[CH3:6][N:7]([CH2:9][C:10]1[C:18]2[O:17][N:16]=[C:15]([CH2:19][CH2:20][CH:21]3[CH2:26][CH2:25][NH:24][CH2:23][CH2:22]3)[C:14]=2[CH:13]=[CH:12][C:11]=1[O:27][CH2:28][CH:29]1[CH2:31][CH2:30]1)[CH3:8], predict the reaction product. The product is: [CH3:6][N:7]([CH2:9][C:10]1[C:18]2[O:17][N:16]=[C:15]([CH2:19][CH2:20][CH:21]3[CH2:26][CH2:25][N:24]([CH2:4][CH:1]4[CH2:3][CH2:2]4)[CH2:23][CH2:22]3)[C:14]=2[CH:13]=[CH:12][C:11]=1[O:27][CH2:28][CH:29]1[CH2:30][CH2:31]1)[CH3:8]. (5) Given the reactants [N:1]1([C:6]2[CH:13]=[CH:12][C:9]([CH:10]=O)=[CH:8][CH:7]=2)[CH:5]=[CH:4][CH:3]=[N:2]1.[Br-].[O:15]1CCO[CH:16]1[CH2:20][P+](C1C=CC=CC=1)(C1C=CC=CC=1)C1C=CC=CC=1.COCCOCCN(CCOCCOC)CCOCCOC, predict the reaction product. The product is: [N:1]1([C:6]2[CH:13]=[CH:12][C:9]([CH:10]=[CH:20][CH:16]=[O:15])=[CH:8][CH:7]=2)[CH:5]=[CH:4][CH:3]=[N:2]1. (6) The product is: [CH3:1][O:2][C:3]1[C:4]([O:19][P:28]2[O:29][C:30]3[CH:42]=[CH:41][CH:40]=[CH:39][C:31]=3[C:32]3[CH:33]=[CH:35][CH:36]=[CH:25][C:26]=3[O:34]2)=[C:5]([C:10]2[CH:15]=[C:14]([CH3:16])[C:13]([CH3:17])=[CH:12][C:11]=2[O:18][P:28]2[O:34][C:33]3[CH:35]=[CH:36][CH:37]=[CH:38][C:32]=3[C:31]3[CH:39]=[CH:40][CH:41]=[CH:42][C:30]=3[O:29]2)[CH:6]=[C:7]([CH3:9])[CH:8]=1. Given the reactants [CH3:1][O:2][C:3]1[CH:8]=[C:7]([CH3:9])[CH:6]=[C:5]([C:10]2[C:11]([OH:18])=[CH:12][C:13]([CH3:17])=[C:14]([CH3:16])[CH:15]=2)[C:4]=1[OH:19].C(N([CH2:25][CH3:26])CC)C.Cl[P:28]1[O:34][C:33]2[CH:35]=[CH:36][CH:37]=[CH:38][C:32]=2[C:31]2[CH:39]=[CH:40][CH:41]=[CH:42][C:30]=2[O:29]1, predict the reaction product. (7) Given the reactants C(OC([C:6]1[N:7]([CH2:19][CH:20]([NH:22][C:23]([O:25]C(C)(C)C)=O)[CH3:21])[N:8]=[C:9]([CH2:11][O:12][C:13]2[CH:18]=[CH:17][CH:16]=[CH:15][CH:14]=2)[CH:10]=1)=O)C.C([O-])([O-])=O.[Na+].[Na+], predict the reaction product. The product is: [CH3:21][CH:20]1[CH2:19][N:7]2[N:8]=[C:9]([CH2:11][O:12][C:13]3[CH:18]=[CH:17][CH:16]=[CH:15][CH:14]=3)[CH:10]=[C:6]2[C:23](=[O:25])[NH:22]1. (8) Given the reactants [S:1]1[CH:5]=[C:4]([CH2:6][N:7]2[C:15]3[C:10](=[CH:11][C:12]([NH:16][C:17]4[C:26]5[C:21](=[CH:22][CH:23]=[CH:24][C:25]=5[O:27][C@@H:28]([CH3:33])[C:29]([O:31]C)=O)[N:20]=[CH:19][N:18]=4)=[CH:13][CH:14]=3)[CH:9]=[N:8]2)[N:3]=[CH:2]1.[CH3:34][NH2:35], predict the reaction product. The product is: [CH3:34][NH:35][C:29](=[O:31])[C@@H:28]([O:27][C:25]1[CH:24]=[CH:23][CH:22]=[C:21]2[C:26]=1[C:17]([NH:16][C:12]1[CH:11]=[C:10]3[C:15](=[CH:14][CH:13]=1)[N:7]([CH2:6][C:4]1[N:3]=[CH:2][S:1][CH:5]=1)[N:8]=[CH:9]3)=[N:18][CH:19]=[N:20]2)[CH3:33]. (9) The product is: [CH3:11][N:13]([CH3:15])[CH:14]=[CH:8][C:7]([C:5]1[N:6]([CH3:16])[C:2]([CH3:1])=[N:3][CH:4]=1)=[O:9]. Given the reactants [CH3:1][C:2]1[NH:3][CH:4]=[C:5]([C:7](=[O:9])[CH3:8])[N:6]=1.C[C:11]([N:13]([CH3:15])[CH3:14])=O.[CH3:16]N(C=O)C, predict the reaction product.